From a dataset of Forward reaction prediction with 1.9M reactions from USPTO patents (1976-2016). Predict the product of the given reaction. (1) The product is: [CH:1]([N:4]1[C:8]([C:9]2[S:10][C:11]3[CH2:12][CH2:13][O:14][C:15]4[CH:22]=[C:21]([CH:23]5[CH2:28][CH2:27][N:26]([CH2:29][CH2:30][OH:31])[CH2:25][CH2:24]5)[CH:20]=[CH:19][C:16]=4[C:17]=3[N:18]=2)=[N:7][CH:6]=[N:5]1)([CH3:3])[CH3:2]. Given the reactants [CH:1]([N:4]1[C:8]([C:9]2[S:10][C:11]3[CH2:12][CH2:13][O:14][C:15]4[CH:22]=[C:21]([CH:23]5[CH2:28][CH2:27][N:26]([CH2:29][CH2:30][O:31]C6CCCCO6)[CH2:25][CH2:24]5)[CH:20]=[CH:19][C:16]=4[C:17]=3[N:18]=2)=[N:7][CH:6]=[N:5]1)([CH3:3])[CH3:2].Cl, predict the reaction product. (2) Given the reactants [Br:1][C:2]1[CH:7]=[C:6]([S:8]([F:13])([F:12])([F:11])([F:10])[F:9])[CH:5]=[C:4]([Cl:14])[C:3]=1[OH:15].[C:16]([O-])([O-])=O.[K+].[K+].CI, predict the reaction product. The product is: [Br:1][C:2]1[CH:7]=[C:6]([S:8]([F:13])([F:9])([F:10])([F:11])[F:12])[CH:5]=[C:4]([Cl:14])[C:3]=1[O:15][CH3:16]. (3) Given the reactants [CH3:1][C:2]([NH2:6])([CH3:5])[C:3]#[CH:4].[F:7][C:8]1[CH:9]=[C:10]([CH:14]=[C:15]([F:21])[C:16]=1[O:17][CH2:18][C:19]#[CH:20])[C:11](Cl)=[O:12], predict the reaction product. The product is: [CH3:1][C:2]([NH:6][C:11](=[O:12])[C:10]1[CH:14]=[C:15]([F:21])[C:16]([O:17][CH2:18][C:19]#[CH:20])=[C:8]([F:7])[CH:9]=1)([CH3:5])[C:3]#[CH:4].